Predict which catalyst facilitates the given reaction. From a dataset of Catalyst prediction with 721,799 reactions and 888 catalyst types from USPTO. (1) Reactant: [OH:1][C:2]1[CH:9]=[CH:8][C:7]([O:10][CH3:11])=[CH:6][C:3]=1[CH:4]=[O:5].C([O-])([O-])=O.[Cs+].[Cs+].[Na+].[I-].Cl[CH2:21][CH2:22][N:23]1[CH2:28][CH2:27][O:26][CH2:25][CH2:24]1.Cl. Product: [CH3:11][O:10][C:7]1[CH:8]=[CH:9][C:2]([O:1][CH2:21][CH2:22][N:23]2[CH2:28][CH2:27][O:26][CH2:25][CH2:24]2)=[C:3]([CH:6]=1)[CH:4]=[O:5]. The catalyst class is: 3. (2) Reactant: C([O:3][C:4](=O)[CH2:5][C:6]1([CH2:22][N+:23]([O-])=O)[CH2:11][CH2:10][C:9]([N:18]2[CH2:21][CH2:20][CH2:19]2)([C:12]2[CH:17]=[CH:16][CH:15]=[CH:14][CH:13]=2)[CH2:8][CH2:7]1)C.[Cl-].[NH4+].O. Product: [N:18]1([C:9]2([C:12]3[CH:17]=[CH:16][CH:15]=[CH:14][CH:13]=3)[CH2:8][CH2:7][C:6]3([CH2:22][NH:23][C:4](=[O:3])[CH2:5]3)[CH2:11][CH2:10]2)[CH2:21][CH2:20][CH2:19]1. The catalyst class is: 186. (3) Reactant: Br[C:2]1[CH:7]=[CH:6][C:5]([CH:8]2[S:14][CH2:13][CH2:12][NH:11][C:10]3[N:15]([CH3:24])[N:16]=[C:17]([C:18]4[CH:23]=[CH:22][CH:21]=[CH:20][N:19]=4)[C:9]2=3)=[C:4]([Cl:25])[CH:3]=1.[CH3:26][C:27]([CH3:29])=[O:28].CO. Product: [Cl:25][C:4]1[CH:3]=[C:2]([C:27]([OH:28])([CH3:29])[CH3:26])[CH:7]=[CH:6][C:5]=1[CH:8]1[S:14][CH2:13][CH2:12][NH:11][C:10]2[N:15]([CH3:24])[N:16]=[C:17]([C:18]3[CH:23]=[CH:22][CH:21]=[CH:20][N:19]=3)[C:9]1=2. The catalyst class is: 1. (4) The catalyst class is: 3. Reactant: [O:1]=[C:2]1[NH:6][C:5](=[O:7])[C:4]2([CH2:12][CH2:11][CH:10]([NH:13][C:14](=[O:23])[O:15][CH2:16][C:17]3[CH:22]=[CH:21][CH:20]=[CH:19][CH:18]=3)[CH2:9][CH2:8]2)[NH:3]1.[CH2:24](Br)[C:25]1[CH:30]=[CH:29][CH:28]=[CH:27][CH:26]=1.C([O-])([O-])=O.[K+].[K+]. Product: [CH2:24]([N:6]1[C:5](=[O:7])[C:4]2([CH2:12][CH2:11][CH:10]([NH:13][C:14](=[O:23])[O:15][CH2:16][C:17]3[CH:18]=[CH:19][CH:20]=[CH:21][CH:22]=3)[CH2:9][CH2:8]2)[NH:3][C:2]1=[O:1])[C:25]1[CH:30]=[CH:29][CH:28]=[CH:27][CH:26]=1.